Dataset: Reaction yield outcomes from USPTO patents with 853,638 reactions. Task: Predict the reaction yield, written as a fraction of the theoretical maximum amount of product (1.0 means a 100% yield; for example, 0.34 means a 34% yield). (1) The reactants are [Cl:1][C:2]1[CH:3]=[C:4]([CH:12]([CH3:16])[C:13]([OH:15])=O)[CH:5]=[CH:6][C:7]=1[S:8]([CH3:11])(=[O:10])=[O:9].ON1C2C=CC=CC=2N=N1.F[B-](F)(F)F.N1(OC(N(C)C)=[N+](C)C)C2C=CC=CC=2N=N1.C(N(C(C)C)C(C)C)C.[Cl:58][C:59]1[CH:60]=[C:61]([N:65]2[C:69]([CH2:70][NH2:71])=[CH:68][C:67]([C:72]([F:75])([F:74])[F:73])=[N:66]2)[CH:62]=[CH:63][CH:64]=1. The catalyst is C1COCC1. The product is [Cl:1][C:2]1[CH:3]=[C:4]([CH:12]([CH3:16])[C:13]([NH:71][CH2:70][C:69]2[N:65]([C:61]3[CH:62]=[CH:63][CH:64]=[C:59]([Cl:58])[CH:60]=3)[N:66]=[C:67]([C:72]([F:73])([F:74])[F:75])[CH:68]=2)=[O:15])[CH:5]=[CH:6][C:7]=1[S:8]([CH3:11])(=[O:9])=[O:10]. The yield is 0.840. (2) The reactants are [OH:1][C:2]([C:9](=[O:27])[NH:10][C@@H:11]1[C:17](=[O:18])[NH:16][C:15]2[CH:19]=[CH:20][CH:21]=[CH:22][C:14]=2[C:13]2[CH:23]=[CH:24][CH:25]=[CH:26][C:12]1=2)([CH2:6][CH2:7][CH3:8])[C:3](O)=[O:4].[CH:28]1([CH2:31]N)[CH2:30][CH2:29]1.O.O[N:35]1C2C=CC=CC=2N=N1.C(N(C(C)C)CC)(C)C.Cl.CN(C)CCCN=C=NCC. The catalyst is O1CCCC1. The product is [CH:28]1([CH2:31][N:10]([C@@H:11]2[C:17](=[O:18])[NH:16][C:15]3[CH:19]=[CH:20][CH:21]=[CH:22][C:14]=3[C:13]3[CH:23]=[CH:24][CH:25]=[CH:26][C:12]2=3)[C:9](=[O:27])[C:2]([OH:1])([CH2:6][CH2:7][CH3:8])[C:3]([NH2:35])=[O:4])[CH2:30][CH2:29]1. The yield is 0.620.